From a dataset of Full USPTO retrosynthesis dataset with 1.9M reactions from patents (1976-2016). Predict the reactants needed to synthesize the given product. (1) Given the product [CH2:11]([NH:10][C:8]([C:4]1[S:3][C:2]([NH:1][C:18]([N:34]([CH2:33][CH:32]([O:31][CH3:30])[O:42][CH3:43])[C:35]2[CH:40]=[CH:39][C:38]([F:41])=[CH:37][CH:36]=2)=[O:19])=[N:6][C:5]=1[CH3:7])=[O:9])[C:12]1[CH:17]=[CH:16][CH:15]=[CH:14][CH:13]=1, predict the reactants needed to synthesize it. The reactants are: [NH2:1][C:2]1[S:3][C:4]([C:8]([NH:10][CH2:11][C:12]2[CH:17]=[CH:16][CH:15]=[CH:14][CH:13]=2)=[O:9])=[C:5]([CH3:7])[N:6]=1.[C:18](N1C=CN=C1)(N1C=CN=C1)=[O:19].[CH3:30][O:31][CH:32]([O:42][CH3:43])[CH2:33][NH:34][C:35]1[CH:40]=[CH:39][C:38]([F:41])=[CH:37][CH:36]=1. (2) Given the product [F:79][C:77]1[CH:78]=[C:73]([CH:74]=[C:75]([F:80])[CH:76]=1)[CH2:72][C@H:58]([NH:57][C:10](=[O:12])[C:9]1[CH:13]=[C:14]([C:16]2[NH:17][CH:18]=[CH:19][N:20]=2)[CH:15]=[C:7]([C:5]([N:4]([CH2:1][CH2:2][CH3:3])[CH2:21][CH2:22][CH3:23])=[O:6])[CH:8]=1)[C@H:59]([OH:71])[CH2:60][NH:61][CH2:62][C:63]1[CH:68]=[CH:67][CH:66]=[C:65]([CH2:69][CH3:70])[CH:64]=1, predict the reactants needed to synthesize it. The reactants are: [CH2:1]([N:4]([CH2:21][CH2:22][CH3:23])[C:5]([C:7]1[CH:8]=[C:9]([CH:13]=[C:14]([C:16]2[NH:17][CH:18]=[CH:19][N:20]=2)[CH:15]=1)[C:10]([OH:12])=O)=[O:6])[CH2:2][CH3:3].C(N(C(C)C)CC)(C)C.CN(C(ON1N=NC2C=CC=CC1=2)=[N+](C)C)C.F[P-](F)(F)(F)(F)F.[NH2:57][C@@H:58]([CH2:72][C:73]1[CH:78]=[C:77]([F:79])[CH:76]=[C:75]([F:80])[CH:74]=1)[C@H:59]([OH:71])[CH2:60][NH:61][CH2:62][C:63]1[CH:68]=[CH:67][CH:66]=[C:65]([CH2:69][CH3:70])[CH:64]=1.